From a dataset of NCI-60 drug combinations with 297,098 pairs across 59 cell lines. Regression. Given two drug SMILES strings and cell line genomic features, predict the synergy score measuring deviation from expected non-interaction effect. (1) Drug 1: C1CNP(=O)(OC1)N(CCCl)CCCl. Drug 2: CC(C)CN1C=NC2=C1C3=CC=CC=C3N=C2N. Cell line: HT29. Synergy scores: CSS=10.5, Synergy_ZIP=-2.20, Synergy_Bliss=-1.58, Synergy_Loewe=4.99, Synergy_HSA=1.49. (2) Drug 1: CC1=C(C=C(C=C1)NC2=NC=CC(=N2)N(C)C3=CC4=NN(C(=C4C=C3)C)C)S(=O)(=O)N.Cl. Drug 2: C1=CC(=C2C(=C1NCCNCCO)C(=O)C3=C(C=CC(=C3C2=O)O)O)NCCNCCO. Cell line: DU-145. Synergy scores: CSS=66.6, Synergy_ZIP=15.4, Synergy_Bliss=11.1, Synergy_Loewe=-39.1, Synergy_HSA=10.2. (3) Drug 1: COC1=CC(=CC(=C1O)OC)C2C3C(COC3=O)C(C4=CC5=C(C=C24)OCO5)OC6C(C(C7C(O6)COC(O7)C8=CC=CS8)O)O. Drug 2: CN(C)C1=NC(=NC(=N1)N(C)C)N(C)C. Cell line: UACC62. Synergy scores: CSS=30.7, Synergy_ZIP=-1.52, Synergy_Bliss=0.449, Synergy_Loewe=-45.0, Synergy_HSA=-0.120.